From a dataset of Full USPTO retrosynthesis dataset with 1.9M reactions from patents (1976-2016). Predict the reactants needed to synthesize the given product. (1) Given the product [Cl:1][C:2]1[CH:7]=[CH:6][C:5]([C:8]2[C:9]([C:23]3[CH:28]=[CH:27][C:26]([S:30]([NH2:34])(=[O:33])=[O:31])=[CH:25][CH:24]=3)=[CH:10][N:11]3[C:15]=2[CH2:14][CH2:13][CH2:12]3)=[CH:4][CH:3]=1, predict the reactants needed to synthesize it. The reactants are: [Cl:1][C:2]1[CH:7]=[CH:6][C:5]([C:8]2[C:9]([C:23]3[CH:28]=[CH:27][CH:26]=[CH:25][CH:24]=3)=[C:10](C(OC(C)(C)C)=O)[N:11]3[C:15]=2[CH2:14][CH2:13][CH2:12]3)=[CH:4][CH:3]=1.Cl[S:30]([OH:33])(=O)=[O:31].[NH3:34]. (2) The reactants are: [CH3:1][O:2][C:3]1[CH:4]=[C:5]2[C:10](=[CH:11][C:12]=1[O:13][CH3:14])[N:9]=[CH:8][CH:7]=[C:6]2[O:15][C:16]1[C:17]([CH3:27])=[C:18]2[C:23](=[CH:24][CH:25]=1)[CH:22]=[C:21]([NH2:26])[CH:20]=[CH:19]2.[C:28](Cl)(=[O:35])[C:29]1[CH:34]=[CH:33][CH:32]=[CH:31][CH:30]=1.C([O-])([O-])=O.[K+].[K+]. Given the product [CH3:1][O:2][C:3]1[CH:4]=[C:5]2[C:10](=[CH:11][C:12]=1[O:13][CH3:14])[N:9]=[CH:8][CH:7]=[C:6]2[O:15][C:16]1[C:17]([CH3:27])=[C:18]2[C:23](=[CH:24][CH:25]=1)[CH:22]=[C:21]([NH:26][C:28](=[O:35])[C:29]1[CH:34]=[CH:33][CH:32]=[CH:31][CH:30]=1)[CH:20]=[CH:19]2, predict the reactants needed to synthesize it. (3) The reactants are: B(Br)(Br)Br.[CH2:5]([C:9]1[CH:14]=[C:13]([CH2:15][CH2:16][C:17]#[N:18])[CH:12]=[CH:11][C:10]=1[C:19]1[CH:24]=[CH:23][C:22]([O:25]C)=[C:21]([CH2:27][C:28]2[C:37]3[C:32](=[CH:33][CH:34]=[CH:35][CH:36]=3)[CH:31]=[CH:30][CH:29]=2)[CH:20]=1)[CH:6]([CH3:8])[CH3:7].O. Given the product [OH:25][C:22]1[CH:23]=[CH:24][C:19]([C:10]2[CH:11]=[CH:12][C:13]([CH2:15][CH2:16][C:17]#[N:18])=[CH:14][C:9]=2[CH2:5][CH:6]([CH3:7])[CH3:8])=[CH:20][C:21]=1[CH2:27][C:28]1[C:37]2[C:32](=[CH:33][CH:34]=[CH:35][CH:36]=2)[CH:31]=[CH:30][CH:29]=1, predict the reactants needed to synthesize it. (4) The reactants are: [NH2:1][C:2]1[C:7]([C:8]#[N:9])=[CH:6][N:5]=[C:4]([S:10][CH2:11][CH3:12])[N:3]=1.CO[CH:15](OC)[N:16]([CH3:18])[CH3:17]. Given the product [C:8]([C:7]1[C:2]([N:1]=[CH:15][N:16]([CH3:18])[CH3:17])=[N:3][C:4]([S:10][CH2:11][CH3:12])=[N:5][CH:6]=1)#[N:9], predict the reactants needed to synthesize it. (5) Given the product [CH2:14]([O:16][C:17](=[O:27])[CH2:18][C:19]1[CH:24]=[CH:23][C:22]([O:25][CH2:37]/[CH:36]=[C:35](/[C:32]2[CH:31]=[CH:30][C:29]([Br:28])=[CH:34][CH:33]=2)\[C:39]2[CH:44]=[CH:43][CH:42]=[CH:41][CH:40]=2)=[C:21]([Cl:26])[CH:20]=1)[CH3:15], predict the reactants needed to synthesize it. The reactants are: C(P(CCCC)CCCC)CCC.[CH2:14]([O:16][C:17](=[O:27])[CH2:18][C:19]1[CH:24]=[CH:23][C:22]([OH:25])=[C:21]([Cl:26])[CH:20]=1)[CH3:15].[Br:28][C:29]1[CH:34]=[CH:33][C:32](/[C:35](/[C:39]2[CH:44]=[CH:43][CH:42]=[CH:41][CH:40]=2)=[CH:36]/[CH2:37]O)=[CH:31][CH:30]=1. (6) Given the product [Cl:2][C:3]1[C:11]2[C:6](=[CH:7][CH:8]=[CH:9][CH:10]=2)[N:5]([C:12]2[CH:19]=[CH:18][C:15]([CH2:16][NH:17][C:35]([C:32]3([NH:31][C:29](=[O:30])[C:28]([F:27])([F:38])[F:39])[CH2:33][CH2:34]3)=[O:36])=[C:14]([F:20])[CH:13]=2)[C:4]=1[C:21]1[N:22]=[N:23][N:24]([CH3:26])[N:25]=1, predict the reactants needed to synthesize it. The reactants are: Cl.[Cl:2][C:3]1[C:11]2[C:6](=[CH:7][CH:8]=[CH:9][CH:10]=2)[N:5]([C:12]2[CH:19]=[CH:18][C:15]([CH2:16][NH2:17])=[C:14]([F:20])[CH:13]=2)[C:4]=1[C:21]1[N:22]=[N:23][N:24]([CH3:26])[N:25]=1.[F:27][C:28]([F:39])([F:38])[C:29]([NH:31][C:32]1([C:35](O)=[O:36])[CH2:34][CH2:33]1)=[O:30].C(N(CC)CC)C.CN(C(ON1N=NC2C=CC=CC1=2)=[N+](C)C)C.F[P-](F)(F)(F)(F)F. (7) The reactants are: [O:1]([C:8]1[N:13]=[C:12](OC2C=CC=CC=2)[N:11]=[C:10]([O:21][C:22]2[CH:27]=[CH:26][CH:25]=[CH:24][CH:23]=2)[N:9]=1)[C:2]1[CH:7]=[CH:6][CH:5]=[CH:4][CH:3]=1.[CH3:28][O:29][C:30]1[CH:47]=[CH:46][C:33]2[CH2:34][NH:35][CH2:36][CH2:37][C@@:38]34[C@@H:43]([O:44][C:31]=1[C:32]=23)[CH2:42][C@@H:41]([OH:45])[CH:40]=[CH:39]4. Given the product [O:21]([C:10]1[N:9]=[C:8]([O:1][C:2]2[CH:3]=[CH:4][CH:5]=[CH:6][CH:7]=2)[N:13]=[C:12]([N:35]2[CH2:36][CH2:37][C:38]34[CH:39]=[CH:40][C@H:41]([OH:45])[CH2:42][CH:43]3[O:44][C:31]3=[C:30]([O:29][CH3:28])[CH:47]=[CH:46][C:33](=[C:32]43)[CH2:34]2)[N:11]=1)[C:22]1[CH:23]=[CH:24][CH:25]=[CH:26][CH:27]=1, predict the reactants needed to synthesize it.